This data is from Full USPTO retrosynthesis dataset with 1.9M reactions from patents (1976-2016). The task is: Predict the reactants needed to synthesize the given product. Given the product [OH:8][C:9]1[C:18]([O:19][CH3:20])=[CH:17][CH:16]=[C:15]2[C:10]=1[CH2:11][CH2:12][N:13]1[CH2:24][CH:23]([C:25]3[CH:26]=[C:27]([CH3:31])[CH:28]=[CH:29][CH:30]=3)[C:22](=[O:32])[CH2:21][CH:14]12, predict the reactants needed to synthesize it. The reactants are: C([O:8][C:9]1[C:18]([O:19][CH3:20])=[CH:17][CH:16]=[C:15]2[C:10]=1[CH2:11][CH2:12][N:13]1[CH2:24][CH:23]([C:25]3[CH:26]=[C:27]([CH3:31])[CH:28]=[CH:29][CH:30]=3)[C:22](=[O:32])[CH2:21][CH:14]12)C1C=CC=CC=1.CO.